The task is: Predict which catalyst facilitates the given reaction.. This data is from Catalyst prediction with 721,799 reactions and 888 catalyst types from USPTO. (1) Reactant: C([O:5][C:6]([NH:8][C@@H:9]1[CH2:14][C@@H:13]([C:15](=[O:19])[N:16]([CH3:18])[CH3:17])[CH2:12][CH2:11][C@@H:10]1[NH:20][C:21]([C:23]1[NH:24][C:25]2[C:30]([CH:31]=1)=[C:29]([F:32])[CH:28]=[C:27]([Cl:33])[CH:26]=2)=[O:22])=O)(C)(C)C.[ClH:34].[CH3:35][N:36]1[CH2:41][CH2:40][C:39]2[N:42]=[C:43](C([O-])=O)[S:44][C:38]=2[CH2:37]1.[Li+]. Product: [ClH:33].[Cl:34][C:28]1[C:29]([F:32])=[C:30]2[C:25](=[CH:26][CH:27]=1)[NH:24][C:23]([C:21]([NH:20][C@H:10]1[CH2:11][CH2:12][C@H:13]([C:15](=[O:19])[N:16]([CH3:18])[CH3:17])[CH2:14][C@H:9]1[NH:8][C:6]([C:43]1[S:44][C:38]3[CH2:37][N:36]([CH3:35])[CH2:41][CH2:40][C:39]=3[N:42]=1)=[O:5])=[O:22])=[CH:31]2. The catalyst class is: 12. (2) Reactant: [Br:1]Br.[CH:3]1[C:12]2[CH2:11][CH2:10][CH2:9][CH2:8][C:7]=2[CH:6]=[CH:5][C:4]=1[C:13]#[N:14].Cl. Product: [Br:1][C:6]1[C:7]2[CH2:8][CH2:9][CH2:10][CH2:11][C:12]=2[CH:3]=[C:4]([C:13]#[N:14])[CH:5]=1. The catalyst class is: 53.